Predict which catalyst facilitates the given reaction. From a dataset of Catalyst prediction with 721,799 reactions and 888 catalyst types from USPTO. (1) Reactant: [F:1][C:2]1[CH:11]=[C:10]2[C:5]([C:6]([C:28]([O:30]CC)=O)=[N:7][C:8]([C:12]3[CH:17]=[CH:16][CH:15]=[C:14]([C:18]#[C:19][C@:20]4([OH:27])[CH2:24][CH2:23][N:22]([CH3:25])[C:21]4=[O:26])[CH:13]=3)=[N:9]2)=[CH:4][CH:3]=1.[NH3:33]. Product: [F:1][C:2]1[CH:11]=[C:10]2[C:5]([C:6]([C:28]([NH2:33])=[O:30])=[N:7][C:8]([C:12]3[CH:17]=[CH:16][CH:15]=[C:14]([C:18]#[C:19][C@:20]4([OH:27])[CH2:24][CH2:23][N:22]([CH3:25])[C:21]4=[O:26])[CH:13]=3)=[N:9]2)=[CH:4][CH:3]=1. The catalyst class is: 5. (2) The catalyst class is: 1. Product: [F:29][C:13]1[CH:14]=[C:15]([O:18][C:19]2[CH:24]=[CH:23][N:22]=[C:21]([NH:34][CH2:35][CH2:36][CH2:37][OH:38])[N:20]=2)[CH:16]=[CH:17][C:12]=1[NH:11][C:9]([NH:8][C:5]1[CH:6]=[CH:7][C:2]([Cl:1])=[C:3]([C:30]([F:33])([F:32])[F:31])[CH:4]=1)=[O:10]. Reactant: [Cl:1][C:2]1[CH:7]=[CH:6][C:5]([NH:8][C:9]([NH:11][C:12]2[CH:17]=[CH:16][C:15]([O:18][C:19]3[CH:24]=[CH:23][N:22]=[C:21](S(C)(=O)=O)[N:20]=3)=[CH:14][C:13]=2[F:29])=[O:10])=[CH:4][C:3]=1[C:30]([F:33])([F:32])[F:31].[NH2:34][CH2:35][CH2:36][CH2:37][OH:38]. (3) Reactant: Cl[C:2]1[C:11]([NH:12][S:13]([C:16]2[CH:21]=[CH:20][CH:19]=[C:18]([CH3:22])[CH:17]=2)(=[O:15])=[O:14])=[CH:10][C:5]([C:6]([O:8][CH3:9])=[O:7])=[CH:4][N:3]=1.[CH2:23](C([Sn])=C(CCCC)CCCC)[CH2:24]CC. Product: [CH3:22][C:18]1[CH:17]=[C:16]([S:13]([NH:12][C:11]2[C:2]([CH:23]=[CH2:24])=[N:3][CH:4]=[C:5]([CH:10]=2)[C:6]([O:8][CH3:9])=[O:7])(=[O:15])=[O:14])[CH:21]=[CH:20][CH:19]=1. The catalyst class is: 155.